This data is from Reaction yield outcomes from USPTO patents with 853,638 reactions. The task is: Predict the reaction yield, written as a fraction of the theoretical maximum amount of product (1.0 means a 100% yield; for example, 0.34 means a 34% yield). (1) The reactants are [F:1][C:2]1[CH:8]=[CH:7][CH:6]=[CH:5][C:3]=1[NH2:4].[N:9]([O-])=O.[Na+].C([O-])(=O)C.[Na+].[C:18]([CH2:21][C:22](=[O:24])[CH3:23])(=[O:20])[CH3:19]. The catalyst is C(O)(=O)C.Cl.O.C(O)C. The product is [F:1][C:2]1[CH:8]=[CH:7][CH:6]=[CH:5][C:3]=1[NH:4][N:9]=[C:21]([C:22](=[O:24])[CH3:23])[C:18](=[O:20])[CH3:19]. The yield is 0.640. (2) The reactants are [F:1][C:2]1[CH:7]=[CH:6][CH:5]=[CH:4][C:3]=1[CH2:8][C:9]([CH:11]1[CH2:16][CH2:15][N:14]([CH2:17][C:18]2[C:19](=[O:24])[NH:20][CH:21]=[CH:22][N:23]=2)[CH2:13][CH2:12]1)=O.Cl.[NH2:26][OH:27].C(=O)([O-])[O-].[Na+].[Na+].[Cl-].[NH4+]. The catalyst is C(O)C.ClCCl.O. The product is [OH:27][N:26]=[C:9]([CH:11]1[CH2:16][CH2:15][N:14]([CH2:17][C:18]2[C:19](=[O:24])[NH:20][CH:21]=[CH:22][N:23]=2)[CH2:13][CH2:12]1)[CH2:8][C:3]1[CH:4]=[CH:5][CH:6]=[CH:7][C:2]=1[F:1]. The yield is 0.700. (3) The reactants are Cl.[CH2:2]([N:9]1[CH2:14][CH2:13][C@@H:12]([O:15][CH3:16])[C@H:11]([NH:17]P(=O)(OCC)OCC)[CH2:10]1)[C:3]1[CH:8]=[CH:7][CH:6]=[CH:5][CH:4]=1.[OH-].[Na+].[CH3:28][C:29]([O:32][C:33](O[C:33]([O:32][C:29]([CH3:31])([CH3:30])[CH3:28])=[O:34])=[O:34])([CH3:31])[CH3:30]. The catalyst is O1CCOCC1.C1COCC1.C(OCC)(=O)C. The product is [CH2:2]([N:9]1[CH2:14][CH2:13][C@@H:12]([O:15][CH3:16])[C@H:11]([NH:17][C:33](=[O:34])[O:32][C:29]([CH3:31])([CH3:30])[CH3:28])[CH2:10]1)[C:3]1[CH:4]=[CH:5][CH:6]=[CH:7][CH:8]=1. The yield is 0.900. (4) The reactants are [F:1][C:2]1[CH:3]=[C:4]([OH:11])[CH:5]=[CH:6][C:7]=1[N+:8]([O-])=O. The catalyst is C(OCC)(=O)C.O1CCCC1.[C].[Pd]. The product is [NH2:8][C:7]1[CH:6]=[CH:5][C:4]([OH:11])=[CH:3][C:2]=1[F:1]. The yield is 0.406. (5) The reactants are [NH2:1][C:2]1[CH:3]=[C:4]2[C:9](=[C:10]([Cl:12])[CH:11]=1)[N:8]=[CH:7][C:6]([C:13]#[N:14])=[C:5]2[NH:15][C:16]1[CH:21]=[CH:20][C:19]([F:22])=[C:18]([Cl:23])[CH:17]=1.[CH3:24][O:25][C:26]1[C:31]([CH3:32])=[CH:30][N:29]=[C:28]([CH:33]=O)[C:27]=1[CH3:35].[BH3-]C#N.[Na+]. The catalyst is CCO. The product is [Cl:12][C:10]1[CH:11]=[C:2]([NH:1][CH2:33][C:28]2[C:27]([CH3:35])=[C:26]([O:25][CH3:24])[C:31]([CH3:32])=[CH:30][N:29]=2)[CH:3]=[C:4]2[C:9]=1[N:8]=[CH:7][C:6]([C:13]#[N:14])=[C:5]2[NH:15][C:16]1[CH:21]=[CH:20][C:19]([F:22])=[C:18]([Cl:23])[CH:17]=1. The yield is 0.420. (6) The reactants are [C:1]([C:3]1[CH:12]=[CH:11][C:6]([C:7]([O:9][CH3:10])=[O:8])=[C:5]([NH:13][CH2:14][CH3:15])[CH:4]=1)#[N:2].[C:16](OC)(=[O:24])[C:17]1[C:18](=[CH:20][CH:21]=[CH:22][CH:23]=1)[SH:19].C(N(CC)CC)C. The catalyst is C1(C)C(C)=CC=CC=1. The product is [CH2:14]([NH:13][C:5]1[CH:4]=[C:3]([C:1]2[S:19][C:18]3[CH:20]=[CH:21][CH:22]=[CH:23][C:17]=3[C:16](=[O:24])[N:2]=2)[CH:12]=[CH:11][C:6]=1[C:7]([O:9][CH3:10])=[O:8])[CH3:15]. The yield is 0.220. (7) The reactants are [CH2:1]([C:3]1[NH:4][C:5](=[O:27])[C:6]([CH2:12][C:13]2[CH:18]=[CH:17][C:16]([C:19]3[C:20]([C:25]#[N:26])=[CH:21][CH:22]=[CH:23][CH:24]=3)=[CH:15][CH:14]=2)=[C:7]([CH2:9][CH2:10][CH3:11])[N:8]=1)[CH3:2].[CH2:28]([O:30][C:31]1[CH:36]=[CH:35][C:34](B(O)O)=[CH:33][CH:32]=1)[CH3:29].N1C=CC=CC=1.C(N(CC)CC)C. The catalyst is C(OCC)(=O)C.C([O-])(=O)C.[Cu+2].C([O-])(=O)C.ClCCl. The product is [CH2:1]([C:3]1[N:4]([C:34]2[CH:35]=[CH:36][C:31]([O:30][CH2:28][CH3:29])=[CH:32][CH:33]=2)[C:5](=[O:27])[C:6]([CH2:12][C:13]2[CH:18]=[CH:17][C:16]([C:19]3[C:20]([C:25]#[N:26])=[CH:21][CH:22]=[CH:23][CH:24]=3)=[CH:15][CH:14]=2)=[C:7]([CH2:9][CH2:10][CH3:11])[N:8]=1)[CH3:2]. The yield is 1.00. (8) The reactants are [F:1][C:2]1[CH:7]=[CH:6][C:5]([C:8]2[N:9]=[C:10]3[N:14]([CH:15]=2)[CH:13]=[CH:12][S:11]3)=[CH:4][C:3]=1[O:16][CH3:17].[C:18](OC(=O)C)(=[O:20])[CH3:19].S(=O)(=O)(O)O. The catalyst is O. The product is [F:1][C:2]1[CH:7]=[CH:6][C:5]([C:8]2[N:9]=[C:10]3[N:14]([C:15]=2[C:18](=[O:20])[CH3:19])[CH:13]=[CH:12][S:11]3)=[CH:4][C:3]=1[O:16][CH3:17]. The yield is 0.960. (9) The reactants are Br[CH2:2][CH3:3].[CH:4]1[C:17]2[C:8](=[CH:9][C:10]3[C:15]([C:16]=2[CH2:18][NH:19][CH2:20][CH2:21][CH2:22][OH:23])=[CH:14][CH:13]=[CH:12][CH:11]=3)[CH:7]=[CH:6][CH:5]=1.C([O-])([O-])=O.[K+].[K+]. The catalyst is C(#N)C. The product is [CH:14]1[C:15]2[C:10](=[CH:9][C:8]3[C:17]([C:16]=2[CH2:18][N:19]([CH2:2][CH3:3])[CH2:20][CH2:21][CH2:22][OH:23])=[CH:4][CH:5]=[CH:6][CH:7]=3)[CH:11]=[CH:12][CH:13]=1. The yield is 0.820. (10) The reactants are [NH:1]1[CH2:6][CH2:5][NH:4][CH2:3][C:2]1=[O:7].[CH:8]1[C:17]2[C:12](=[CH:13][CH:14]=[CH:15][CH:16]=2)[CH:11]=[CH:10][C:9]=1[S:18](Cl)(=[O:20])=[O:19].C(N(C(C)C)CC)(C)C. The catalyst is ClCCl. The product is [CH:8]1[C:17]2[C:12](=[CH:13][CH:14]=[CH:15][CH:16]=2)[CH:11]=[CH:10][C:9]=1[S:18]([N:4]1[CH2:5][CH2:6][NH:1][C:2](=[O:7])[CH2:3]1)(=[O:19])=[O:20]. The yield is 0.925.